This data is from Retrosynthesis with 50K atom-mapped reactions and 10 reaction types from USPTO. The task is: Predict the reactants needed to synthesize the given product. Given the product CN(Cc1nc2c(C(=O)O)cccc2[nH]1)C1CCCc2cccnc21, predict the reactants needed to synthesize it. The reactants are: COC(=O)c1cccc2[nH]c(CN(C)C3CCCc4cccnc43)nc12.